This data is from Reaction yield outcomes from USPTO patents with 853,638 reactions. The task is: Predict the reaction yield, written as a fraction of the theoretical maximum amount of product (1.0 means a 100% yield; for example, 0.34 means a 34% yield). (1) The reactants are [CH3:1][C:2]1([CH3:16])[C:6]([CH3:8])([CH3:7])[O:5][B:4]([C:9]2[CH:15]=[CH:14][C:12]([NH2:13])=[CH:11][CH:10]=2)[O:3]1.ClC(Cl)(O[C:21](=[O:27])OC(Cl)(Cl)Cl)Cl.[CH3:29][C:30]1[O:34][N:33]=[C:32]([NH2:35])[CH:31]=1.C([O-])(O)=O.[Na+]. The catalyst is N1C=CC=CC=1.C(Cl)Cl.C(Cl)Cl. The product is [CH3:29][C:30]1[O:34][N:33]=[C:32]([NH:35][C:21]([NH:13][C:12]2[CH:14]=[CH:15][C:9]([B:4]3[O:3][C:2]([CH3:16])([CH3:1])[C:6]([CH3:7])([CH3:8])[O:5]3)=[CH:10][CH:11]=2)=[O:27])[CH:31]=1. The yield is 0.990. (2) The reactants are CN(C)[CH:3]=[O:4].C(Cl)(=O)C(Cl)=O.[CH3:12][O:13][C:14]1[CH:18]=[CH:17][O:16][CH:15]=1. The catalyst is ClCCl. The product is [CH3:12][O:13][C:14]1[CH:15]=[CH:3][O:4][C:18]=1[CH:17]=[O:16]. The yield is 0.550.